This data is from Reaction yield outcomes from USPTO patents with 853,638 reactions. The task is: Predict the reaction yield, written as a fraction of the theoretical maximum amount of product (1.0 means a 100% yield; for example, 0.34 means a 34% yield). (1) The reactants are Cl.[Cl:2][C:3]1[CH:8]=[CH:7][C:6]([S:9]([C:12]2([C:18]3[CH:23]=[C:22]([F:24])[CH:21]=[CH:20][C:19]=3[F:25])[CH2:17][CH2:16][NH:15][CH2:14][CH2:13]2)(=[O:11])=[O:10])=[CH:5][CH:4]=1.C(N(CC)CC)C.[CH:33](=O)[C:34]1[CH:39]=[CH:38][CH:37]=[CH:36][CH:35]=1.C(O[BH-](OC(=O)C)OC(=O)C)(=O)C.[Na+].[OH-].[Na+]. The catalyst is CO.ClCCl.C(OCC)C. The product is [CH2:33]([N:15]1[CH2:16][CH2:17][C:12]([S:9]([C:6]2[CH:7]=[CH:8][C:3]([Cl:2])=[CH:4][CH:5]=2)(=[O:10])=[O:11])([C:18]2[CH:23]=[C:22]([F:24])[CH:21]=[CH:20][C:19]=2[F:25])[CH2:13][CH2:14]1)[C:34]1[CH:39]=[CH:38][CH:37]=[CH:36][CH:35]=1. The yield is 0.770. (2) The product is [NH2:55][C:52]1[CH:53]=[CH:54][C:49]([CH3:48])=[C:50]([NH:58][C:12]([C:3]2[C:2](=[O:1])[C:11]3[C:6](=[CH:7][CH:8]=[CH:9][CH:10]=3)[NH:5][CH:4]=2)=[O:14])[CH:51]=1. The catalyst is C1COCC1. The yield is 0.0800. The reactants are [OH:1][C:2]1[C:11]2[C:6](=[CH:7][CH:8]=[CH:9][CH:10]=2)[N:5]=[CH:4][C:3]=1[C:12]([OH:14])=O.CN(C(ON1N=NC2C=CC=CC1=2)=[N+](C)C)C.F[P-](F)(F)(F)(F)F.CCN(C(C)C)C(C)C.[CH3:48][C:49]1[CH:54]=[CH:53][C:52]([N+:55]([O-])=O)=[CH:51][C:50]=1[NH2:58].O.O.Cl[Sn]Cl.C([O-])(O)=O.[Na+]. (3) The reactants are I[CH:2]1[CH2:5][N:4]([C:6]([O:8][C:9]([CH3:12])([CH3:11])[CH3:10])=[O:7])[CH2:3]1.[N+:13]([C:16]1[N:21]=[CH:20][C:19]([OH:22])=[CH:18][CH:17]=1)([O-:15])=[O:14].C([O-])([O-])=O.[Cs+].[Cs+]. The catalyst is CN(C=O)C. The product is [N+:13]([C:16]1[N:21]=[CH:20][C:19]([O:22][CH:2]2[CH2:5][N:4]([C:6]([O:8][C:9]([CH3:12])([CH3:11])[CH3:10])=[O:7])[CH2:3]2)=[CH:18][CH:17]=1)([O-:15])=[O:14]. The yield is 0.590. (4) The reactants are [CH3:1][C:2]1[CH:7]=[CH:6][C:5]([C:8]2[CH:13]=[C:12]([N+:14]([O-:16])=[O:15])[CH:11]=[C:10]([C:17]([OH:19])=[O:18])[CH:9]=2)=[CH:4][CH:3]=1.O=S(Cl)Cl.[CH3:24]O. No catalyst specified. The product is [CH3:24][O:18][C:17]([C:10]1[CH:9]=[C:8]([C:5]2[CH:6]=[CH:7][C:2]([CH3:1])=[CH:3][CH:4]=2)[CH:13]=[C:12]([N+:14]([O-:16])=[O:15])[CH:11]=1)=[O:19]. The yield is 0.920. (5) The reactants are [C:1]1([C@@H:7]([NH:9][C:10]2[N:15]=[C:14]([N:16]3[C:20]4[CH:21]=[CH:22][C:23]([NH2:25])=[CH:24][C:19]=4[N:18]=[CH:17]3)[CH:13]=[N:12][CH:11]=2)[CH3:8])[CH:6]=[CH:5][CH:4]=[CH:3][CH:2]=1.[CH3:26][O:27][CH2:28][C:29](Cl)=[O:30]. No catalyst specified. The product is [CH3:26][O:27][CH2:28][C:29]([NH:25][C:23]1[CH:22]=[CH:21][C:20]2[N:16]([C:14]3[CH:13]=[N:12][CH:11]=[C:10]([NH:9][C@H:7]([C:1]4[CH:6]=[CH:5][CH:4]=[CH:3][CH:2]=4)[CH3:8])[N:15]=3)[CH:17]=[N:18][C:19]=2[CH:24]=1)=[O:30]. The yield is 0.500. (6) The reactants are Br[C:2]1[CH:3]=[CH:4][C:5]([F:27])=[C:6]([CH2:8][CH2:9][N:10]2[CH2:15][CH2:14][N:13]([C:16]3[CH:25]=[CH:24][CH:23]=[C:22]4[C:17]=3[CH:18]=[CH:19][C:20]([CH3:26])=[N:21]4)[CH2:12][CH2:11]2)[CH:7]=1.[CH3:28][C:29]([CH3:34])([CH3:33])[C:30]([NH2:32])=[O:31]. No catalyst specified. The product is [F:27][C:5]1[CH:4]=[CH:3][C:2]([NH:32][C:30](=[O:31])[C:29]([CH3:34])([CH3:33])[CH3:28])=[CH:7][C:6]=1[CH2:8][CH2:9][N:10]1[CH2:15][CH2:14][N:13]([C:16]2[CH:25]=[CH:24][CH:23]=[C:22]3[C:17]=2[CH:18]=[CH:19][C:20]([CH3:26])=[N:21]3)[CH2:12][CH2:11]1. The yield is 0.520. (7) The reactants are [CH3:1][C:2]1[CH:3]([C:10]2[CH:15]=[CH:14][CH:13]=[CH:12][C:11]=2[CH2:16][NH:17][C:18]2[CH:23]=[C:22]([CH3:24])[CH:21]=[C:20]([CH3:25])[CH:19]=2)[C:4]([CH3:9])=[C:5]([CH3:8])[C:6]=1[CH3:7].[CH3:26][N:27]([Ti:29](N(C)C)(N(C)C)N(C)C)[CH3:28]. The catalyst is C1(C)C=CC=CC=1. The product is [CH3:16][N-:17][CH3:18].[CH3:26][N-:27][CH3:28].[Ti+2:29].[CH3:1][C:2]1[CH:3]([C:10]2[CH:15]=[CH:14][CH:13]=[CH:12][C:11]=2[CH2:16][NH:17][C:18]2[CH:23]=[C:22]([CH3:24])[CH:21]=[C:20]([CH3:25])[CH:19]=2)[C:4]([CH3:9])=[C:5]([CH3:8])[C:6]=1[CH3:7]. The yield is 1.00. (8) The reactants are [NH2:1][C:2]1[C:3]([Cl:9])=[N:4][CH:5]=[N:6][C:7]=1Cl.C(O)CCC.C(N(CC)CC)C.[CH2:22]([NH2:29])[C:23]1[CH:28]=[CH:27][CH:26]=[CH:25][CH:24]=1. No catalyst specified. The product is [NH2:1][C:2]1[C:7]([NH:29][CH2:22][C:23]2[CH:28]=[CH:27][CH:26]=[CH:25][CH:24]=2)=[N:6][CH:5]=[N:4][C:3]=1[Cl:9]. The yield is 0.960. (9) The reactants are [CH2:1]([O:3][C:4](=[O:22])[C:5]1[CH:10]=[C:9]([C:11]2[C:20]3[C:15](=[CH:16][CH:17]=[C:18](Br)[CH:19]=3)[N:14]=[CH:13][N:12]=2)[CH:8]=[N:7][CH:6]=1)[CH3:2].[CH3:23][O:24][C:25]1[CH:30]=[CH:29][C:28](B(O)O)=[CH:27][N:26]=1.COCCOC.C([O-])([O-])=O.[Na+].[Na+]. The catalyst is CCOC(C)=O.C1C=CC([P]([Pd]([P](C2C=CC=CC=2)(C2C=CC=CC=2)C2C=CC=CC=2)([P](C2C=CC=CC=2)(C2C=CC=CC=2)C2C=CC=CC=2)[P](C2C=CC=CC=2)(C2C=CC=CC=2)C2C=CC=CC=2)(C2C=CC=CC=2)C2C=CC=CC=2)=CC=1. The product is [CH2:1]([O:3][C:4](=[O:22])[C:5]1[CH:10]=[C:9]([C:11]2[C:20]3[C:15](=[CH:16][CH:17]=[C:18]([C:28]4[CH:27]=[N:26][C:25]([O:24][CH3:23])=[CH:30][CH:29]=4)[CH:19]=3)[N:14]=[CH:13][N:12]=2)[CH:8]=[N:7][CH:6]=1)[CH3:2]. The yield is 0.780.